From a dataset of NCI-60 drug combinations with 297,098 pairs across 59 cell lines. Regression. Given two drug SMILES strings and cell line genomic features, predict the synergy score measuring deviation from expected non-interaction effect. (1) Drug 1: CN1CCC(CC1)COC2=C(C=C3C(=C2)N=CN=C3NC4=C(C=C(C=C4)Br)F)OC. Drug 2: C1CC(C1)(C(=O)O)C(=O)O.[NH2-].[NH2-].[Pt+2]. Cell line: SK-MEL-2. Synergy scores: CSS=15.4, Synergy_ZIP=-3.20, Synergy_Bliss=3.66, Synergy_Loewe=2.36, Synergy_HSA=2.02. (2) Drug 1: CC1=C2C(C(=O)C3(C(CC4C(C3C(C(C2(C)C)(CC1OC(=O)C(C(C5=CC=CC=C5)NC(=O)OC(C)(C)C)O)O)OC(=O)C6=CC=CC=C6)(CO4)OC(=O)C)OC)C)OC. Drug 2: CC(C)NC(=O)C1=CC=C(C=C1)CNNC.Cl. Cell line: MDA-MB-435. Synergy scores: CSS=32.2, Synergy_ZIP=-2.14, Synergy_Bliss=-8.31, Synergy_Loewe=-36.2, Synergy_HSA=-8.92.